This data is from Forward reaction prediction with 1.9M reactions from USPTO patents (1976-2016). The task is: Predict the product of the given reaction. (1) Given the reactants N1C(Cl)=NC(Cl)=NC=1Cl.O.N[C:12]1[C:25]2[C:24](=[O:26])[C:23]3[C:18](=[CH:19][CH:20]=[CH:21][CH:22]=3)[C:17](=[O:27])[C:16]=2[C:15](NC2C=CC(N)=CC=2)=[CH:14][CH:13]=1.C1C(N)=CC=C(N)C=1, predict the reaction product. The product is: [CH:19]1[C:18]2[C:17](=[O:27])[C:16]3[C:25](=[CH:12][CH:13]=[CH:14][CH:15]=3)[C:24](=[O:26])[C:23]=2[CH:22]=[CH:21][CH:20]=1. (2) Given the reactants [O:1]=[S:2]1(=[O:30])[CH2:7][CH2:6][N:5]([C:8]([C:10]2[NH:11][C:12]3[C:17]([CH:18]=2)=[CH:16][C:15]([C:19]([N:21]2[CH2:26][CH2:25][N:24]([CH:27]([CH3:29])[CH3:28])[CH2:23][CH2:22]2)=[O:20])=[CH:14][CH:13]=3)=[O:9])[CH2:4][CH2:3]1.[H-].[Na+].CS(O[CH2:38][C:39]([F:42])([F:41])[F:40])(=O)=O, predict the reaction product. The product is: [O:30]=[S:2]1(=[O:1])[CH2:7][CH2:6][N:5]([C:8]([C:10]2[N:11]([CH2:38][C:39]([F:42])([F:41])[F:40])[C:12]3[C:17]([CH:18]=2)=[CH:16][C:15]([C:19]([N:21]2[CH2:22][CH2:23][N:24]([CH:27]([CH3:28])[CH3:29])[CH2:25][CH2:26]2)=[O:20])=[CH:14][CH:13]=3)=[O:9])[CH2:4][CH2:3]1.